Predict the reactants needed to synthesize the given product. From a dataset of Full USPTO retrosynthesis dataset with 1.9M reactions from patents (1976-2016). (1) The reactants are: [Si:1]([O:18][CH2:19][C:20]1[C:25]([N:26]2[CH2:31][C@H:30]([CH3:32])[O:29][C@H:28]([CH3:33])[CH2:27]2)=[C:24]([F:34])[C:23]([F:35])=[CH:22][CH:21]=1)([C:14]([CH3:17])([CH3:16])[CH3:15])([C:8]1[CH:13]=[CH:12][CH:11]=[CH:10][CH:9]=1)[C:2]1[CH:7]=[CH:6][CH:5]=[CH:4][CH:3]=1.C([Li])(CC)C.[CH:41](=[O:48])[C:42]1[CH:47]=[CH:46][CH:45]=[CH:44][CH:43]=1. Given the product [Si:1]([O:18][CH2:19][C:20]1[C:25]([N:26]2[CH2:31][C@H:30]([CH3:32])[O:29][C@H:28]([CH3:33])[CH2:27]2)=[C:24]([F:34])[C:23]([F:35])=[C:22]([CH:41]([C:42]2[CH:47]=[CH:46][CH:45]=[CH:44][CH:43]=2)[OH:48])[CH:21]=1)([C:14]([CH3:16])([CH3:17])[CH3:15])([C:2]1[CH:7]=[CH:6][CH:5]=[CH:4][CH:3]=1)[C:8]1[CH:13]=[CH:12][CH:11]=[CH:10][CH:9]=1, predict the reactants needed to synthesize it. (2) The reactants are: O.O[N:3]1C2C=CC=CC=2N=N1.Cl.CN(C)CCCN=C=NCC.[CH3:24][C:25]1[N:30]=[C:29](/[CH:31]=[CH:32]/[C:33]([OH:35])=O)[CH:28]=[CH:27][CH:26]=1.[CH3:36][C:37]1([C:43]2[CH:44]=[C:45]([NH:49][S:50]([CH3:53])(=[O:52])=[O:51])[CH:46]=[CH:47][CH:48]=2)[CH:42]2[CH:38]1[CH2:39][NH:40][CH2:41]2.C(=O)([O-])O.[Na+]. Given the product [NH3:3].[CH3:36][C:37]1([C:43]2[CH:44]=[C:45]([NH:49][S:50]([CH3:53])(=[O:52])=[O:51])[CH:46]=[CH:47][CH:48]=2)[CH:42]2[CH:38]1[CH2:39][N:40]([C:33](=[O:35])/[CH:32]=[CH:31]/[C:29]1[CH:28]=[CH:27][CH:26]=[C:25]([CH3:24])[N:30]=1)[CH2:41]2, predict the reactants needed to synthesize it. (3) The reactants are: [C:1]([CH2:3][O:4][C:5]1[CH:6]=[C:7]2[C:12](=[CH:13][CH:14]=1)[N:11]=[C:10]([CH2:15][CH:16]([CH3:18])[CH3:17])[C:9]([CH2:19][NH:20][C:21](=[O:27])[O:22][C:23]([CH3:26])([CH3:25])[CH3:24])=[C:8]2[C:28]1[CH:33]=[CH:32][C:31]([CH3:34])=[CH:30][CH:29]=1)#[N:2].[Cl-].O[NH3+].[C:38](=[O:41])([O-])[O-:39].[Na+].[Na+].C(N1C=CN=C1)([N:46]1C=CN=C1)=O. Given the product [CH2:15]([C:10]1[C:9]([CH2:19][NH:20][C:21](=[O:27])[O:22][C:23]([CH3:26])([CH3:25])[CH3:24])=[C:8]([C:28]2[CH:33]=[CH:32][C:31]([CH3:34])=[CH:30][CH:29]=2)[C:7]2[C:12](=[CH:13][CH:14]=[C:5]([O:4][CH2:3][C:1]3[NH:46][C:38](=[O:41])[O:39][N:2]=3)[CH:6]=2)[N:11]=1)[CH:16]([CH3:17])[CH3:18], predict the reactants needed to synthesize it. (4) Given the product [CH3:11][O:12][C:13]1[CH:14]=[C:15]([N:16]=[CH:1][C:3]2[CH:4]=[C:5]([CH:8]=[CH:9][CH:10]=2)[C:6]#[N:7])[CH:17]=[CH:18][CH:19]=1, predict the reactants needed to synthesize it. The reactants are: [CH:1]([C:3]1[CH:4]=[C:5]([CH:8]=[CH:9][CH:10]=1)[C:6]#[N:7])=O.[CH3:11][O:12][C:13]1[CH:14]=[C:15]([CH:17]=[CH:18][CH:19]=1)[NH2:16]. (5) Given the product [Cl:13][C:14]1[CH:15]=[C:16]([N:24]2[C:29](=[O:30])[C:28]([CH2:31][C:32]3[CH:37]=[CH:36][C:35]([C:38]4[CH:43]=[CH:42][CH:41]=[CH:40][C:39]=4[C:44]4[NH:3][C:4](=[O:7])[O:5][N:45]=4)=[CH:34][CH:33]=3)=[C:27]([CH2:46][CH2:47][CH3:48])[N:26]=[C:25]2[CH3:49])[CH:17]=[CH:18][C:19]=1[O:20][CH:21]([CH3:23])[CH3:22], predict the reactants needed to synthesize it. The reactants are: [Cl-].O[NH3+:3].[C:4](=[O:7])([O-])[OH:5].[Na+].CS(C)=O.[Cl:13][C:14]1[CH:15]=[C:16]([N:24]2[C:29](=[O:30])[C:28]([CH2:31][C:32]3[CH:37]=[CH:36][C:35]([C:38]4[C:39]([C:44]#[N:45])=[CH:40][CH:41]=[CH:42][CH:43]=4)=[CH:34][CH:33]=3)=[C:27]([CH2:46][CH2:47][CH3:48])[N:26]=[C:25]2[CH3:49])[CH:17]=[CH:18][C:19]=1[O:20][CH:21]([CH3:23])[CH3:22]. (6) Given the product [CH3:13][O:14][C:15]1[CH:22]=[CH:21][CH:20]=[CH:19][C:16]=1[CH2:17][NH:18][C:2]1[CH:11]=[CH:10][C:9]2[C:4](=[CH:5][CH:6]=[C:7]([NH:23][CH2:24][C:25]3[CH:26]=[N:27][CH:28]=[CH:29][CH:30]=3)[CH:8]=2)[N:3]=1, predict the reactants needed to synthesize it. The reactants are: Cl[C:2]1[CH:11]=[CH:10][C:9]2[C:4](=[CH:5][CH:6]=[C:7](Cl)[CH:8]=2)[N:3]=1.[CH3:13][O:14][C:15]1[CH:22]=[CH:21][CH:20]=[CH:19][C:16]=1[CH2:17][NH2:18].[NH2:23][CH2:24][C:25]1[CH:26]=[N:27][CH:28]=[CH:29][CH:30]=1. (7) Given the product [CH3:2][C:3]1[CH:4]=[CH:5][C:6]([O:9][C:10]2[CH:11]=[C:12]([CH:13]=[CH:14][CH:15]=2)[CH:16]=[C:17]2[CH2:22][CH2:21][N:20]([C:30]([NH:29][C:25]3[N:24]=[N:23][CH:28]=[CH:27][CH:26]=3)=[O:31])[CH2:19][CH2:18]2)=[N:7][CH:8]=1, predict the reactants needed to synthesize it. The reactants are: Cl.[CH3:2][C:3]1[CH:4]=[CH:5][C:6]([O:9][C:10]2[CH:15]=[CH:14][CH:13]=[C:12]([CH:16]=[C:17]3[CH2:22][CH2:21][NH:20][CH2:19][CH2:18]3)[CH:11]=2)=[N:7][CH:8]=1.[N:23]1[CH:28]=[CH:27][CH:26]=[C:25]([NH:29][C:30](=O)[O:31]C2C=CC=CC=2)[N:24]=1.C(N(CC)CC)C.